Dataset: Forward reaction prediction with 1.9M reactions from USPTO patents (1976-2016). Task: Predict the product of the given reaction. (1) Given the reactants [C:1]1([CH:7]([C:25]2[CH:30]=[CH:29][CH:28]=[CH:27][CH:26]=2)[CH2:8][NH:9][CH2:10][CH2:11][C@@H:12]([CH3:24])[O:13][C:14]2[CH:15]=[C:16]([CH2:20][C:21]([OH:23])=[O:22])[CH:17]=[CH:18][CH:19]=2)[CH:6]=[CH:5][CH:4]=[CH:3][CH:2]=1.[F:31][C:32]([F:43])([F:42])[C:33]1[CH:34]=[C:35]([CH:38]=[CH:39][C:40]=1[F:41])[CH:36]=O.COC(=O)C.[Cl:49]C1C(C(F)(F)F)=CC=CC=1C=O.Cl.CCOCC, predict the reaction product. The product is: [ClH:49].[F:42][C:32]([F:31])([F:43])[C:33]1[CH:34]=[C:35]([CH:38]=[CH:39][C:40]=1[F:41])[CH2:36][N:9]([CH2:8][CH:7]([C:1]1[CH:2]=[CH:3][CH:4]=[CH:5][CH:6]=1)[C:25]1[CH:26]=[CH:27][CH:28]=[CH:29][CH:30]=1)[CH2:10][CH2:11][C@@H:12]([CH3:24])[O:13][C:14]1[CH:15]=[C:16]([CH2:20][C:21]([OH:23])=[O:22])[CH:17]=[CH:18][CH:19]=1. (2) Given the reactants [B:10]1([B:10]2[O:14][C:13]([CH3:16])([CH3:15])[C:12]([CH3:18])([CH3:17])[O:11]2)[O:14][C:13]([CH3:16])([CH3:15])[C:12]([CH3:18])([CH3:17])[O:11]1.CC([O-])=O.[K+].FC(F)(F)S(O[C:30]1[CH:35]=[C:34]([O:36][CH:37]2[CH2:42][CH2:41][CH2:40][CH2:39][O:38]2)[CH:33]=[C:32]([Cl:43])[C:31]=1[CH:44]=[O:45])(=O)=O, predict the reaction product. The product is: [Cl:43][C:32]1[CH:33]=[C:34]([O:36][CH:37]2[CH2:42][CH2:41][CH2:40][CH2:39][O:38]2)[CH:35]=[C:30]([B:10]2[O:11][C:12]([CH3:17])([CH3:18])[C:13]([CH3:15])([CH3:16])[O:14]2)[C:31]=1[CH:44]=[O:45]. (3) Given the reactants C[O:2][C:3]([C:5]1[CH:14]=[CH:13][C:12]2[C:7](=[CH:8][CH:9]=[CH:10][C:11]=2[NH2:15])[N:6]=1)=O.[NH3:16], predict the reaction product. The product is: [NH2:15][C:11]1[CH:10]=[CH:9][CH:8]=[C:7]2[C:12]=1[CH:13]=[CH:14][C:5]([C:3]([NH2:16])=[O:2])=[N:6]2. (4) Given the reactants [Br:1][CH:2]([CH2:10][CH2:11][C:12]1[CH:17]=[CH:16][CH:15]=[CH:14][CH:13]=1)[C:3](=[O:9])[C:4]([O:6][CH2:7][CH3:8])=[O:5].[NH2:18][C:19]1[CH:24]=[CH:23][CH:22]=[CH:21][N:20]=1, predict the reaction product. The product is: [Br-:1].[NH2:18][C:19]1[CH:24]=[CH:23][CH:22]=[CH:21][N+:20]=1[CH:2]([CH2:10][CH2:11][C:12]1[CH:17]=[CH:16][CH:15]=[CH:14][CH:13]=1)[C:3](=[O:9])[C:4]([O:6][CH2:7][CH3:8])=[O:5].